This data is from Retrosynthesis with 50K atom-mapped reactions and 10 reaction types from USPTO. The task is: Predict the reactants needed to synthesize the given product. (1) Given the product CC(C)NC(=O)c1cnc(OCc2conc2-c2ccccn2)cn1, predict the reactants needed to synthesize it. The reactants are: CC(C)N.O=C(O)c1cnc(OCc2conc2-c2ccccn2)cn1. (2) Given the product CC(=O)N(Cc1cccnc1)c1ccc(Cl)cc1, predict the reactants needed to synthesize it. The reactants are: CC(=O)Cl.Clc1ccc(NCc2cccnc2)cc1. (3) Given the product Fc1cc(C2=NOC(Cn3ccnn3)C2)ccc1N1CCOCC1, predict the reactants needed to synthesize it. The reactants are: C1COCCN1.Fc1ccc(C2=NOC(Cn3ccnn3)C2)cc1F. (4) Given the product CC(C)CN(C(=O)c1cnc(C(C)(C)C)nc1NCc1ccco1)[C@H]1C[C@@H](C#N)CN(C(=O)OC(C)(C)C)C1, predict the reactants needed to synthesize it. The reactants are: CC(C)CN(C(=O)c1cnc(C(C)(C)C)nc1NCc1ccco1)[C@H]1C[C@@H](C(N)=O)CN(C(=O)OC(C)(C)C)C1. (5) The reactants are: COCCC1(COC)CCN(C(=O)OC(C)(C)C)CC1. Given the product COCCC1(COC)CCNCC1, predict the reactants needed to synthesize it. (6) The reactants are: CCOC(=O)c1oc2cccc(C#C[Si](C)(C)C)c2c1C. Given the product C#Cc1cccc2oc(C(=O)OCC)c(C)c12, predict the reactants needed to synthesize it. (7) The reactants are: CCCCCCC(C)N.O=C(Cl)CCCc1ccccc1. Given the product CCCCCCC(C)NC(=O)CCCc1ccccc1, predict the reactants needed to synthesize it.